From a dataset of Forward reaction prediction with 1.9M reactions from USPTO patents (1976-2016). Predict the product of the given reaction. (1) Given the reactants C(NC(C)C)(C)C.C([Li])CCC.[Br:13][C:14]1[C:22]2[S:21][CH:20]=[CH:19][C:18]=2[CH:17]=[CH:16][CH:15]=1.CN(C)[CH:25]=[O:26], predict the reaction product. The product is: [Br:13][C:14]1[C:22]2[S:21][C:20]([CH:25]=[O:26])=[CH:19][C:18]=2[CH:17]=[CH:16][CH:15]=1. (2) Given the reactants [OH:1][C:2]([C:5]1[CH:6]=[C:7]([CH:10]=[CH:11][N:12]=1)[C:8]#N)([CH3:4])[CH3:3].[H-].C([Al+]CC(C)C)C(C)C.CO.C(C(C(C([O-])=O)O)O)([O-])=[O:26].[Na+].[Na+], predict the reaction product. The product is: [OH:1][C:2]([C:5]1[CH:6]=[C:7]([CH:10]=[CH:11][N:12]=1)[CH:8]=[O:26])([CH3:4])[CH3:3]. (3) Given the reactants [CH3:1][O:2][C:3]1[CH:8]=[CH:7][C:6]([C:9]2[NH:13][C:12]([C@@H:14]3[CH2:18][CH2:17][CH2:16][N:15]3C(OC(C)(C)C)=O)=[N:11][CH:10]=2)=[CH:5][CH:4]=1, predict the reaction product. The product is: [CH3:1][O:2][C:3]1[CH:4]=[CH:5][C:6]([C:9]2[NH:13][C:12]([C@@H:14]3[CH2:18][CH2:17][CH2:16][NH:15]3)=[N:11][CH:10]=2)=[CH:7][CH:8]=1.